Dataset: Forward reaction prediction with 1.9M reactions from USPTO patents (1976-2016). Task: Predict the product of the given reaction. (1) Given the reactants Cl[C:2]1[N:7]=[CH:6][C:5]([C:8]2[S:9][C:10]3[CH2:16][CH2:15][N:14]([CH:17]4[CH2:20][CH2:19][CH2:18]4)[CH2:13][CH2:12][C:11]=3[N:21]=2)=[CH:4][N:3]=1.[NH:22]1[CH2:27][CH2:26][CH2:25][CH2:24][CH2:23]1, predict the reaction product. The product is: [CH:17]1([N:14]2[CH2:15][CH2:16][C:10]3[S:9][C:8]([C:5]4[CH:4]=[N:3][C:2]([N:22]5[CH2:27][CH2:26][CH2:25][CH2:24][CH2:23]5)=[N:7][CH:6]=4)=[N:21][C:11]=3[CH2:12][CH2:13]2)[CH2:20][CH2:19][CH2:18]1. (2) Given the reactants [C:1]([O:5][C:6]([N:8]1[CH2:15][CH2:14][C:11]2([CH2:13][CH2:12]2)[CH2:10][C@H:9]1[C:16]([O:18]CC1C=CC=CC=1)=[O:17])=[O:7])([CH3:4])([CH3:3])[CH3:2], predict the reaction product. The product is: [C:1]([O:5][C:6]([N:8]1[CH2:15][CH2:14][C:11]2([CH2:12][CH2:13]2)[CH2:10][C@H:9]1[C:16]([OH:18])=[O:17])=[O:7])([CH3:4])([CH3:2])[CH3:3]. (3) Given the reactants C([O:3][C:4](=O)[C:5]1[CH:10]=[CH:9][CH:8]=[CH:7][C:6]=1[C:11]1[CH:12]=[C:13]2[C:18](=[C:19]([O:21]COCC[Si](C)(C)C)[CH:20]=1)[N:17]=[CH:16][N:15](COCC[Si](C)(C)C)[C:14]2=[O:38])C.[NH:40]1[CH2:45][CH2:44][S:43](=[O:47])(=[O:46])[CH2:42][CH2:41]1, predict the reaction product. The product is: [O:46]=[S:43]1(=[O:47])[CH2:44][CH2:45][N:40]([C:4]([C:5]2[CH:10]=[CH:9][CH:8]=[CH:7][C:6]=2[C:11]2[CH:12]=[C:13]3[C:18](=[C:19]([OH:21])[CH:20]=2)[N:17]=[CH:16][NH:15][C:14]3=[O:38])=[O:3])[CH2:41][CH2:42]1. (4) The product is: [ClH:4].[Cl:4][C:2]([C:1]1[C:14]2[C:13](=[CH:18][CH:17]=[CH:16][CH:15]=2)[N:12]([C:19]2[N:20]=[CH:21][C:22]3[C:27]([CH:28]=2)=[CH:26][CH:25]=[CH:24][CH:23]=3)[CH:11]=1)=[O:3]. Given the reactants [C:1](Cl)(=O)[C:2]([Cl:4])=[O:3].C(C1[C:18]2[C:13](=[CH:14][CH:15]=[CH:16][CH:17]=2)[N:12]([C:19]2[N:20]=[CH:21][C:22]3[C:27]([CH:28]=2)=[CH:26][CH:25]=[CH:24][CH:23]=3)[CH:11]=1)(O)=O, predict the reaction product. (5) Given the reactants [Cl:1][C:2]1[CH:3]=[C:4]([C@@H:8]([C:17]2[CH:22]=[CH:21][CH:20]=[C:19]([C:23]([NH:25][CH2:26][C@@H:27]([N:35](C(OC(C)(C)C)=O)[CH3:36])[CH2:28][C@H:29]3[CH2:34][CH2:33][CH2:32][O:31][CH2:30]3)=[O:24])[CH:18]=2)[O:9][CH2:10][CH2:11][NH:12][C:13](=[O:16])[O:14][CH3:15])[CH:5]=[CH:6][CH:7]=1.Cl.O1CCOCC1, predict the reaction product. The product is: [Cl:1][C:2]1[CH:3]=[C:4]([C@@H:8]([C:17]2[CH:22]=[CH:21][CH:20]=[C:19]([C:23]([NH:25][CH2:26][C@@H:27]([NH:35][CH3:36])[CH2:28][C@H:29]3[CH2:34][CH2:33][CH2:32][O:31][CH2:30]3)=[O:24])[CH:18]=2)[O:9][CH2:10][CH2:11][NH:12][C:13](=[O:16])[O:14][CH3:15])[CH:5]=[CH:6][CH:7]=1. (6) Given the reactants [Cl:1][C:2]1[CH:3]=[C:4]([C:12]2[O:16][N:15]=[C:14]([C:17]3[CH:22]=[CH:21][C:20]([OH:23])=[CH:19][C:18]=3[CH2:24][CH3:25])[N:13]=2)[CH:5]=[CH:6][C:7]=1[O:8][CH:9]([CH3:11])[CH3:10].C(=O)([O-])[O-].[K+].[K+].[Br:32][CH2:33][CH2:34]Br, predict the reaction product. The product is: [Br:32][CH2:33][CH2:34][O:23][C:20]1[CH:21]=[CH:22][C:17]([C:14]2[N:13]=[C:12]([C:4]3[CH:5]=[CH:6][C:7]([O:8][CH:9]([CH3:10])[CH3:11])=[C:2]([Cl:1])[CH:3]=3)[O:16][N:15]=2)=[C:18]([CH2:24][CH3:25])[CH:19]=1.